From a dataset of Full USPTO retrosynthesis dataset with 1.9M reactions from patents (1976-2016). Predict the reactants needed to synthesize the given product. Given the product [CH3:7][O:8][C:9]1[CH:10]=[CH:11][C:12]([S:15]([N:18]([C:19]2[CH:24]=[CH:23][C:22]([O:25][CH3:26])=[CH:21][CH:20]=2)[CH2:2][CH2:3][CH2:4][CH2:5][CH3:6])(=[O:17])=[O:16])=[CH:13][CH:14]=1, predict the reactants needed to synthesize it. The reactants are: Br[CH2:2][CH2:3][CH2:4][CH2:5][CH3:6].[CH3:7][O:8][C:9]1[CH:14]=[CH:13][C:12]([S:15]([NH:18][C:19]2[CH:24]=[CH:23][C:22]([O:25][CH3:26])=[CH:21][CH:20]=2)(=[O:17])=[O:16])=[CH:11][CH:10]=1.